Dataset: Catalyst prediction with 721,799 reactions and 888 catalyst types from USPTO. Task: Predict which catalyst facilitates the given reaction. (1) Reactant: [CH3:1][NH:2][C:3]1[CH:8]=[CH:7][C:6]([N:9]2[C:15](=[O:16])[CH2:14][C:13](=[O:17])[NH:12][C:11]3[C:18]4[C:23]([CH:24]=[CH:25][C:10]2=3)=[CH:22][CH:21]=[CH:20][CH:19]=4)=[CH:5][CH:4]=1.C([C:28]1[CH:38]=[CH:37][CH:36]=[CH:35][C:29]=1[CH2:30][S:31](Cl)(=[O:33])=[O:32])C. Product: [CH2:19]([C:18]1[CH:23]=[CH:24][CH:25]=[CH:10][C:11]=1[C:29]1([CH2:30][S:31]([N:2]([C:3]2[CH:4]=[CH:5][C:6]([N:9]3[C:15](=[O:16])[CH2:14][C:13](=[O:17])[NH:12][C:11]4[C:18]5[C:23]([CH:24]=[CH:25][C:10]3=4)=[CH:22][CH:21]=[CH:20][CH:19]=5)=[CH:7][CH:8]=2)[CH3:1])(=[O:32])=[O:33])[CH:28]=[CH:38][CH:37]=[CH:36][CH2:35]1)[CH3:20]. The catalyst class is: 17. (2) Reactant: [CH3:1][N:2]1[C:10]2[C:5](=[CH:6][C:7]([S:11]([NH:14][C:15]3[CH:20]=[C:19]([O:21][CH3:22])[C:18]([O:23][CH3:24])=[C:17]([O:25][CH3:26])[CH:16]=3)(=[O:13])=[O:12])=[CH:8][CH:9]=2)[CH:4]=[CH:3]1.Cl.[CH3:28][N:29]([CH2:31][C:32](Cl)=[O:33])[CH3:30].C(N(C(C)C)CC)(C)C. Product: [CH3:28][N:29]([CH2:31][C:32]([N:14]([C:15]1[CH:16]=[C:17]([O:25][CH3:26])[C:18]([O:23][CH3:24])=[C:19]([O:21][CH3:22])[CH:20]=1)[S:11]([C:7]1[CH:6]=[C:5]2[C:10](=[CH:9][CH:8]=1)[N:2]([CH3:1])[CH:3]=[CH:4]2)(=[O:13])=[O:12])=[O:33])[CH3:30]. The catalyst class is: 230.